This data is from Reaction yield outcomes from USPTO patents with 853,638 reactions. The task is: Predict the reaction yield, written as a fraction of the theoretical maximum amount of product (1.0 means a 100% yield; for example, 0.34 means a 34% yield). (1) The reactants are [CH2:1]([Mg]Br)[CH:2]([CH3:4])[CH3:3].C(OCC)C.CC(O[B:16]1[O:20][C@@H:19]2[CH2:21][C@@H:22]3[CH2:25][C@H:24]([C@:18]2([CH3:28])[O:17]1)[C:23]3([CH3:27])[CH3:26])C.[Na+].[Cl-]. The catalyst is O1CCCC1.S(=O)(=O)(O)O.C(OC(C)C)(C)C. The product is [CH3:3][CH:2]([CH3:4])[CH2:1][B:16]1[O:20][C@@H:19]2[CH2:21][C@@H:22]3[CH2:25][C@H:24]([C@:18]2([CH3:28])[O:17]1)[C:23]3([CH3:27])[CH3:26]. The yield is 0.620. (2) The reactants are [CH3:1][C:2](C)([O-:4])C.[K+].[CH3:7][C:8]([CH:10]1[CH2:12][CH2:11]1)=[O:9].C(OCC)(=O)C. The catalyst is C1COCC1. The product is [CH:10]1([C:8](=[O:9])[CH2:7][C:2](=[O:4])[CH3:1])[CH2:12][CH2:11]1. The yield is 0.700. (3) The reactants are [CH3:1][O:2][C:3]1[CH:8]=[CH:7][C:6]([C:9]([C:50]2[CH:55]=[CH:54][C:53]([O:56][CH3:57])=[CH:52][CH:51]=2)([C:44]2[CH:49]=[CH:48][CH:47]=[CH:46][CH:45]=2)[O:10][CH2:11][C@H:12]2[N:16]([C:17]([O:19][CH2:20][CH2:21][NH:22][CH2:23][CH2:24][C:25]3[CH:30]=[CH:29][C:28]([N:31]=[N:32][C:33]4[CH:38]=[CH:37][C:36]([N+:39]([O-:41])=[O:40])=[CH:35][C:34]=4[Cl:42])=[CH:27][CH:26]=3)=[O:18])[CH2:15][C@H:14]([OH:43])[CH2:13]2)=[CH:5][CH:4]=1.C(N(CC)C(C)C)(C)C.[CH:67]([N:70]([CH:78]([CH3:80])[CH3:79])[P:71](Cl)[O:72][CH2:73][CH2:74][C:75]#[N:76])([CH3:69])[CH3:68].C(=O)(O)[O-].[Na+]. The catalyst is C(Cl)Cl.CO. The product is [CH3:1][O:2][C:3]1[CH:8]=[CH:7][C:6]([C:9]([C:50]2[CH:51]=[CH:52][C:53]([O:56][CH3:57])=[CH:54][CH:55]=2)([C:44]2[CH:49]=[CH:48][CH:47]=[CH:46][CH:45]=2)[O:10][CH2:11][C@@H:12]2[CH2:13][C@@H:14]([O:43][P:71]([N:70]([CH:78]([CH3:80])[CH3:79])[CH:67]([CH3:68])[CH3:69])[O:72][CH2:73][CH2:74][C:75]#[N:76])[CH2:15][N:16]2[C:17]([O:19][CH2:20][CH2:21][NH:22][CH2:23][CH2:24][C:25]2[CH:26]=[CH:27][C:28]([N:31]=[N:32][C:33]3[CH:38]=[CH:37][C:36]([N+:39]([O-:41])=[O:40])=[CH:35][C:34]=3[Cl:42])=[CH:29][CH:30]=2)=[O:18])=[CH:5][CH:4]=1. The yield is 0.930. (4) The reactants are [N:1]([CH:4]([C:11]1([CH3:15])[CH2:14][O:13][CH2:12]1)[C:5]1[O:6][C:7]([CH3:10])=[CH:8][CH:9]=1)=[N+]=[N-].[H][H]. The catalyst is C(O)C.[Pd]. The product is [CH3:10][C:7]1[O:6][C:5]([CH:4]([NH2:1])[C:11]2([CH3:15])[CH2:12][O:13][CH2:14]2)=[CH:9][CH:8]=1. The yield is 0.980. (5) The product is [F:1][C:2]1[CH:3]=[C:4]([CH2:9][C:10]([O:12][CH3:14])=[O:11])[CH:5]=[CH:6][C:7]=1[OH:8]. The yield is 0.647. The reactants are [F:1][C:2]1[CH:3]=[C:4]([CH2:9][C:10]([OH:12])=[O:11])[CH:5]=[CH:6][C:7]=1[OH:8].[Si](C=[N+]=[N-])(C)(C)[CH3:14]. The catalyst is C1COCC1.CO.